From a dataset of NCI-60 drug combinations with 297,098 pairs across 59 cell lines. Regression. Given two drug SMILES strings and cell line genomic features, predict the synergy score measuring deviation from expected non-interaction effect. (1) Drug 2: C(CN)CNCCSP(=O)(O)O. Synergy scores: CSS=-2.70, Synergy_ZIP=-1.83, Synergy_Bliss=-5.17, Synergy_Loewe=-13.1, Synergy_HSA=-6.42. Cell line: MCF7. Drug 1: CC(C1=C(C=CC(=C1Cl)F)Cl)OC2=C(N=CC(=C2)C3=CN(N=C3)C4CCNCC4)N. (2) Drug 1: COC1=CC(=CC(=C1O)OC)C2C3C(COC3=O)C(C4=CC5=C(C=C24)OCO5)OC6C(C(C7C(O6)COC(O7)C8=CC=CS8)O)O. Drug 2: CC(C)NC(=O)C1=CC=C(C=C1)CNNC.Cl. Cell line: K-562. Synergy scores: CSS=46.0, Synergy_ZIP=2.30, Synergy_Bliss=1.79, Synergy_Loewe=-30.1, Synergy_HSA=2.80. (3) Drug 1: C1=CC=C(C(=C1)C(C2=CC=C(C=C2)Cl)C(Cl)Cl)Cl. Cell line: HCC-2998. Synergy scores: CSS=-1.07, Synergy_ZIP=10.6, Synergy_Bliss=14.1, Synergy_Loewe=-6.28, Synergy_HSA=-3.96. Drug 2: CC(C)CN1C=NC2=C1C3=CC=CC=C3N=C2N.